From a dataset of Full USPTO retrosynthesis dataset with 1.9M reactions from patents (1976-2016). Predict the reactants needed to synthesize the given product. Given the product [CH2:1]([CH:3]([CH2:4][C:24](=[O:23])[CH2:25][CH:13]([CH2:11][CH3:12])[CH2:17][CH2:18][CH2:19][CH3:20])[CH2:7][CH2:8][CH2:9][CH3:10])[CH3:2], predict the reactants needed to synthesize it. The reactants are: [CH2:1]([CH:3]([CH2:7][CH2:8][CH2:9][CH3:10])[CH2:4][Mg]Br)[CH3:2].[CH2:11]([CH:13]([CH2:17][CH2:18][CH2:19][CH3:20])CC#N)[CH3:12].C([O:23][CH2:24][CH3:25])C.